Predict the reactants needed to synthesize the given product. From a dataset of Retrosynthesis with 50K atom-mapped reactions and 10 reaction types from USPTO. (1) Given the product COc1cc(/C=C(/C(=O)O)c2ccc(O)cc2)cc(OC)c1, predict the reactants needed to synthesize it. The reactants are: COc1cc(C=O)cc(OC)c1.O=C(O)Cc1ccc(O)cc1. (2) Given the product CS(=O)(=O)Nc1ccccc1N1CCN(Cc2ccccc2)CC1, predict the reactants needed to synthesize it. The reactants are: CS(=O)(=O)Cl.Nc1ccccc1N1CCN(Cc2ccccc2)CC1. (3) The reactants are: COc1ccc(NS(=O)(=O)C(F)(F)F)cc1CC1C(=O)c2cc(OCc3nc4cc(F)c(F)cc4s3)ccc2OC1(C)C. Given the product COc1ccc(NS(=O)(=O)C(F)(F)F)cc1C[C@H]1[C@@H](O)c2cc(OCc3nc4cc(F)c(F)cc4s3)ccc2OC1(C)C, predict the reactants needed to synthesize it. (4) The reactants are: Cc1cc(OCCCO)cc(OS(=O)(=O)c2cccc3ccccc23)c1. Given the product Cc1cc(OCCC=O)cc(OS(=O)(=O)c2cccc3ccccc23)c1, predict the reactants needed to synthesize it.